This data is from Reaction yield outcomes from USPTO patents with 853,638 reactions. The task is: Predict the reaction yield, written as a fraction of the theoretical maximum amount of product (1.0 means a 100% yield; for example, 0.34 means a 34% yield). (1) The yield is 0.790. The product is [CH3:44][CH:43]([CH3:45])[CH2:42][CH2:41][N:7]([CH2:6][CH2:5][CH:4]([CH3:46])[CH3:3])[C:8]([C:10]1[CH:11]=[CH:12][C:13]2[N:17]=[C:16]([NH:18][C:19]3[CH:28]=[CH:27][C:22]([C:23]([OH:25])=[O:24])=[CH:21][CH:20]=3)[N:15]([CH2:29][CH2:30][CH2:31][NH:32][C:33]([O:35][C:36]([CH3:39])([CH3:37])[CH3:38])=[O:34])[C:14]=2[CH:40]=1)=[O:9]. The reactants are [OH-].[Li+].[CH3:3][CH:4]([CH3:46])[CH2:5][CH2:6][N:7]([CH2:41][CH2:42][CH:43]([CH3:45])[CH3:44])[C:8]([C:10]1[CH:11]=[CH:12][C:13]2[N:17]=[C:16]([NH:18][C:19]3[CH:28]=[CH:27][C:22]([C:23]([O:25]C)=[O:24])=[CH:21][CH:20]=3)[N:15]([CH2:29][CH2:30][CH2:31][NH:32][C:33]([O:35][C:36]([CH3:39])([CH3:38])[CH3:37])=[O:34])[C:14]=2[CH:40]=1)=[O:9]. The catalyst is O1CCCC1.O.C(OCC)C. (2) The reactants are [NH2:1][C@@H:2]([CH2:33][C:34]1[CH:39]=[CH:38][CH:37]=[CH:36][CH:35]=1)[C@@H:3]([OH:32])[CH2:4][C@@H:5]([NH:19][C:20]([C@@H:22]([NH:27][C:28](=[O:31])[O:29][CH3:30])[C:23]([CH3:26])([CH3:25])[CH3:24])=[O:21])[CH2:6][C:7]1[CH:12]=[CH:11][C:10]([C:13]2[CH:18]=[CH:17][CH:16]=[CH:15][N:14]=2)=[CH:9][CH:8]=1.[CH3:40][O:41][C:42]([NH:44][C@@H:45]([C:49]([CH3:52])([CH3:51])[CH3:50])[C:46](O)=[O:47])=[O:43].CCOP(ON1N=NC2C=CC=CC=2C1=O)(OCC)=O.C(N(CC)C(C)C)(C)C. The catalyst is C1COCC1.C(Cl)(Cl)Cl.CO. The product is [CH3:40][O:41][C:42](=[O:43])[NH:44][C@@H:45]([C:49]([CH3:51])([CH3:50])[CH3:52])[C:46](=[O:47])[NH:1][C@@H:2]([CH2:33][C:34]1[CH:35]=[CH:36][CH:37]=[CH:38][CH:39]=1)[C@@H:3]([OH:32])[CH2:4][C@H:5]([CH2:6][C:7]1[CH:12]=[CH:11][C:10]([C:13]2[CH:18]=[CH:17][CH:16]=[CH:15][N:14]=2)=[CH:9][CH:8]=1)[NH:19][C:20](=[O:21])[C@H:22]([C:23]([CH3:26])([CH3:25])[CH3:24])[NH:27][C:28](=[O:31])[O:29][CH3:30]. The yield is 0.750. (3) The reactants are [C:1]([O:4][C:5](=[O:7])[CH3:6])(=O)[CH3:2].[CH3:8][N:9]([C:17]1[CH:22]=[CH:21][CH:20]=C(C)[N+:18]=1[O-])[C:10](=[O:16])[O:11][C:12]([CH3:15])([CH3:14])[CH3:13]. No catalyst specified. The product is [C:5]([O:4][CH2:1][C:2]1[CH:20]=[CH:21][CH:22]=[C:17]([N:9]([C:10]([O:11][C:12]([CH3:15])([CH3:14])[CH3:13])=[O:16])[CH3:8])[N:18]=1)(=[O:7])[CH3:6]. The yield is 0.500. (4) The reactants are [F:1][C:2]1[CH:3]=[C:4]([CH:9]2[S:14][CH2:13][CH2:12][CH2:11][S:10]2)[CH:5]=[C:6]([F:8])[CH:7]=1.[Li]CCCC.[F:20][CH:21]([F:32])[O:22][C:23]1[CH:30]=[CH:29][C:26]([CH:27]=[O:28])=[CH:25][C:24]=1[CH3:31]. The catalyst is C1COCC1. The product is [F:20][CH:21]([F:32])[O:22][C:23]1[CH:30]=[CH:29][C:26]([CH:27]([C:9]2([C:4]3[CH:5]=[C:6]([F:8])[CH:7]=[C:2]([F:1])[CH:3]=3)[S:10][CH2:11][CH2:12][CH2:13][S:14]2)[OH:28])=[CH:25][C:24]=1[CH3:31]. The yield is 0.550. (5) The reactants are [Br:1][C:2]1[CH:3]=[C:4]([I:12])[C:5](N)=[C:6]2[C:10]=1[S:9][N:8]=[N:7]2.N(OC(C)(C)C)=O. The catalyst is C1COCC1. The product is [Br:1][C:2]1[C:10]2[S:9][N:8]=[N:7][C:6]=2[CH:5]=[C:4]([I:12])[CH:3]=1. The yield is 0.600. (6) The reactants are Cl[C:2]1[N:7]=[C:6]([CH2:8][C:9]([C:11]2[CH:12]=[C:13]([NH:17][C:18](=[O:27])[C:19]3[CH:24]=[C:23]([F:25])[CH:22]=[CH:21][C:20]=3[F:26])[CH:14]=[CH:15][CH:16]=2)=[O:10])[CH:5]=[CH:4][N:3]=1.[CH3:28]C(O)C.[CH3:32][N:33]([CH3:46])[CH2:34][CH2:35][CH2:36][NH:37][C:38]1[CH:43]=[CH:42][C:41]([NH2:44])=[CH:40][C:39]=1[F:45]. The catalyst is Cl.CC(N(C)C)=O. The product is [CH3:46][N:33]([CH3:32])[CH2:34][CH2:35][CH2:36][NH:37][C:38]1[CH:43]=[CH:42][C:41]([NH:44][C:2]2[N:7]=[C:6]([CH2:8][C:9]([C:11]3[CH:12]=[C:13]([N:17]([CH3:28])[C:18](=[O:27])[C:19]4[CH:24]=[C:23]([F:25])[CH:22]=[CH:21][C:20]=4[F:26])[CH:14]=[CH:15][CH:16]=3)=[O:10])[CH:5]=[CH:4][N:3]=2)=[CH:40][C:39]=1[F:45]. The yield is 0.750. (7) The reactants are [NH2:1][C:2]1[S:6][N:5]=[C:4]([CH3:7])[C:3]=1[C:8]([NH:10][C:11]1[CH:16]=[CH:15][CH:14]=[CH:13][C:12]=1[CH2:17][CH3:18])=[O:9].Cl[C:20]1[CH:25]=[CH:24][N:23]=[C:22]([C:26]#[N:27])[N:21]=1.C(=O)([O-])[O-].[Cs+].[Cs+].CC1(C)C2C(=C(P(C3C=CC=CC=3)C3C=CC=CC=3)C=CC=2)OC2C(P(C3C=CC=CC=3)C3C=CC=CC=3)=CC=CC1=2. The catalyst is O1CCOCC1.CN(C=O)C.C([O-])(=O)C.[Pd+2].C([O-])(=O)C. The product is [C:26]([C:22]1[N:23]=[C:24]([NH:1][C:2]2[S:6][N:5]=[C:4]([CH3:7])[C:3]=2[C:8]([NH:10][C:11]2[CH:16]=[CH:15][CH:14]=[CH:13][C:12]=2[CH2:17][CH3:18])=[O:9])[CH:25]=[CH:20][N:21]=1)#[N:27]. The yield is 0.0500.